This data is from Forward reaction prediction with 1.9M reactions from USPTO patents (1976-2016). The task is: Predict the product of the given reaction. (1) Given the reactants [CH3:1][C@@H:2]1[C@H:6](OS(C)(=O)=O)[CH2:5][CH2:4][N:3]1[C:12]([O:14][C:15]([CH3:18])([CH3:17])[CH3:16])=[O:13].[OH-].[NH4+:20], predict the reaction product. The product is: [NH2:20][C@H:6]1[CH2:5][CH2:4][N:3]([C:12]([O:14][C:15]([CH3:18])([CH3:17])[CH3:16])=[O:13])[C@@H:2]1[CH3:1]. (2) Given the reactants Cl.[F:2][C:3]([F:34])([F:33])[CH2:4][CH2:5][C:6]([N:8]1[CH2:13][CH:12]=[C:11]([C:14]2[C:15]3[N:16]([N:20]=[C:21]([NH:23][C:24]4[CH:25]=[N:26][N:27]([CH2:29][C:30](O)=[O:31])[CH:28]=4)[N:22]=3)[CH:17]=[CH:18][CH:19]=2)[CH2:10][CH2:9]1)=[O:7].CCN(C(C)C)C(C)C.[CH3:44][NH:45][CH:46]1[CH2:51][CH2:50][N:49]([CH2:52][CH:53]([CH3:55])[CH3:54])[CH2:48][CH2:47]1.CN(C(ON1N=NC2C=CC=NC1=2)=[N+](C)C)C.F[P-](F)(F)(F)(F)F.N.O, predict the reaction product. The product is: [CH3:44][N:45]([CH:46]1[CH2:47][CH2:48][N:49]([CH2:52][CH:53]([CH3:55])[CH3:54])[CH2:50][CH2:51]1)[C:30](=[O:31])[CH2:29][N:27]1[CH:28]=[C:24]([NH:23][C:21]2[N:22]=[C:15]3[C:14]([C:11]4[CH2:10][CH2:9][N:8]([C:6](=[O:7])[CH2:5][CH2:4][C:3]([F:34])([F:33])[F:2])[CH2:13][CH:12]=4)=[CH:19][CH:18]=[CH:17][N:16]3[N:20]=2)[CH:25]=[N:26]1. (3) Given the reactants [OH:1][C:2]1[CH:3]=[C:4]([NH:9][C:10](=[O:16])[O:11][C:12]([CH3:15])([CH3:14])[CH3:13])[CH:5]=[CH:6][C:7]=1[CH3:8].Cl.[CH3:18][N:19]([CH3:23])[CH2:20][CH2:21]Cl.C([O-])([O-])=O.[K+].[K+].O, predict the reaction product. The product is: [CH3:18][N:19]([CH3:23])[CH2:20][CH2:21][O:1][C:2]1[CH:3]=[C:4]([NH:9][C:10](=[O:16])[O:11][C:12]([CH3:13])([CH3:15])[CH3:14])[CH:5]=[CH:6][C:7]=1[CH3:8]. (4) Given the reactants [CH3:1][C:2]1[N:3]([C:8]2[CH:12]=[C:11]([CH2:13][CH2:14][OH:15])[N:10]([CH3:16])[N:9]=2)[C:4]([CH3:7])=[CH:5][CH:6]=1.[CH2:17](Br)[C:18]1[CH:23]=[CH:22][CH:21]=[CH:20][CH:19]=1.O1CCCC1.[H-].[Na+], predict the reaction product. The product is: [CH2:17]([O:15][CH2:14][CH2:13][C:11]1[N:10]([CH3:16])[N:9]=[C:8]([N:3]2[C:4]([CH3:7])=[CH:5][CH:6]=[C:2]2[CH3:1])[CH:12]=1)[C:18]1[CH:23]=[CH:22][CH:21]=[CH:20][CH:19]=1.